This data is from Antibody developability classification from SAbDab with 2,409 antibodies. The task is: Regression/Classification. Given an antibody's heavy chain and light chain sequences, predict its developability. TAP uses regression for 5 developability metrics; SAbDab uses binary classification. (1) The antibody is ['RVQLQQSGPGLVKPSQSLSLTCTVTGYSITSDFAWNWIRQFPGNKLEWMGYINYSGFTSHNPSLKSRISITRDTSKNQFFLQLNSVTTEDTATYYCAGLLWYDGGAGSWGQGTLVTVSA', 'DVVMTQSPKTISVTIGQPASISCKSSQRLLNSNGKTFLNWLLQRPGQSPKRLIYLGTKLDSGVPDRFTGSGSGTDFTLKISRVEAEDLGVYYCWQGTHFPYTFGGGTKLEIK']. Result: 0 (not developable). (2) The antibody is ['QVQLVESGGGVVQPGRSLRLSCAASGFTFSSYGMHWVRQAPGKGLEWVAVISYDGSNKYYADSVKGRFTISRDNSKNTLYLQMNSLRAEDTAVYYCAKDGKCGGGSCYSGLLDYWGQGTLVTVSS', 'EIVLTQSPATLSLSPGERATLSCRASQSVSSYLAWYQQKPGQAPRLLIYDASNRATGIPARFSGSGSGTDFTLTISSLEPEDFAVYYCQQRSNWPPITFGQGTRLEIK']. Result: 1 (developable). (3) The antibody is ['EVKVEESGGGLVQPGGSMKLSCVASGFTFSNYWMEWVRQSPEKGLEWVAEIRLKSNNYATHYAESVKGRFTISRDDSKSSVYLQMNNLRAEDTGIYYCTRGGAVGAMDYWGQGTSVTVSS', 'DVVLTQTPLSLPVRLGDQASISCRSSQSLLHSDGNTYLHWYLQKPGQSPKLLIYKVSNRFSGVPDRFSGSGSGTDFTLKISRVEAEDLGVYFCSQTTHVPTFGGGTKLEIK']. Result: 0 (not developable). (4) The antibody is ['QGQLQQSGAELVRPGSSVKISCKASGYAFSSFWVNWVKQRPGQGLEWIGQIYPGDGDNKYNGKFKGKATLTADKSSTTAYMQLYSLTSEDSAVYFCARSGNYPYAMDYWGQGTSVTVSS', 'QIVLTQSPAIMSAFPGEKVTITCSATSSVNYMHWFQQKPGTSPKLWIYSSSNLASGVPARFSGSGSGTSYSLTISRMEAEDAATYYCQQRSSYPITFGSGTKLEIK']. Result: 0 (not developable). (5) Result: 0 (not developable). The antibody is ['EVQLQQSGAELVRPGSSVKISCKASGYIFNNYWINWVKQRPGQGLEWIGQIYPGDGDTNYNGKFKGKATLTADKSSSTAYMQLSSLTSEDSAVYFCAREGYIVYWGQGTLVTVSA', 'DVVLTQTPLTLSVTIGQPASISCKSSQSLLYSNGKTYLNWLLQRPGQSPKRLIYVVSKLDSGVPDRFTGSGSGTDFTLKISRVEAEDLGVYYCVQGTHFPFTFGSGTKLEIK']. (6) The antibody is ['QIQLVQSGPELKKPGETVKISCKASGYTFTTYGMSWVKQAPGKGFEWMGWINTYSGVPTYVDDFKGRFAFSLETSASTAYLQINNLKNEDTAVYFCARGGNNFLWFAYWGQGTLVTVSA', 'LVLTQSSSASFSLGASAKLTCTLNSQHSTYTIEWYQQQPLKPPKYVMELKKDGSHSTGDGIPDRFSGSSSGADRYLLISNIQPEDEAIYICGVGDTIKEQFVYVFGGGTKVTVL']. Result: 0 (not developable). (7) The antibody is ['QVQLVQSGAEVKKPGASVKVSCKASGYTFTGYYMHWVRQAPGQGLEWMGWINPNSGGTNYAQKFQGRVTMTRDTSISTAYMELSRLRSDDTAVYYCARERSDFWDFDLWGRGTLVTVSS', 'DIQMTQSPSSLSASVGDRVTITCQASQDISNYLNWYQQKPGKAPKLLIYDASNLETGVPSRFSGSGSGTDFTFTISSLQPEDIATYYCQQYEFIGPGTKVDIK']. Result: 1 (developable). (8) The antibody is ['VQLQQSGPELVKPGTSVKISCKTSGYTFTEYTIHWVKEAGGKSLAWIGGIDPNSGGTNYSPNFKGKATLTVDKSSSTAYMDLRSLSSEDSAVYFCARIYHYDGYFDVWGAGTAVTVSS', 'NIVMTQSPKSMSMSVGERVTLTCKASENVVTYVSWYQQKPEQSPKLLIYGASNRYTGVPDRFTGSGSATDFTLTISSVQAEDLADYHCGQGYSYPYTFGGGTKLELK']. Result: 1 (developable). (9) The antibody is ['QVQLVQSGAEVKKPGATVKVSCKISGHTLIKLSIHWVRQAPGKGLEWMGGYEGEVDEIFYAQKFQHRLTVIADTATDTVYMELGRLTSDDTAVYFCGTLGVTVTEAGLGIDDYWGQGTLVTVSS', 'EIVLTQSPGTLSLSPGERATLSCRASQIVSRNHLAWYQQKPGQAPRLLIFGASSRATGIPVRFSGSGSGTDFTLTINGLAPEDFAVYYCLSSDSSIFTFGPGTKVDFK']. Result: 0 (not developable).